This data is from Full USPTO retrosynthesis dataset with 1.9M reactions from patents (1976-2016). The task is: Predict the reactants needed to synthesize the given product. (1) Given the product [Cl:15][CH2:16][C:17]([NH:1][C:2]1[CH:7]=[CH:6][CH:5]=[CH:4][CH:3]=1)=[O:18], predict the reactants needed to synthesize it. The reactants are: [NH2:1][C:2]1[CH:7]=[CH:6][CH:5]=[CH:4][CH:3]=1.C(N(CC)CC)C.[Cl:15][CH2:16][C:17](Cl)=[O:18]. (2) Given the product [CH3:1][C:2]1[N:6]([CH:7]2[CH2:13][CH:12]3[N:14]([CH2:15][CH2:16][C:17]4([C:35]5[CH:36]=[CH:37][CH:38]=[CH:39][CH:40]=5)[CH2:22][CH2:21][N:20]([C:23]([C:25]5[CH:26]=[C:27]([CH:32]=[CH:33][CH:34]=5)[C:28]([OH:30])=[O:29])=[O:24])[CH2:19][CH2:18]4)[CH:9]([CH2:10][CH2:11]3)[CH2:8]2)[C:5]2[CH:41]=[CH:42][CH:43]=[CH:44][C:4]=2[N:3]=1, predict the reactants needed to synthesize it. The reactants are: [CH3:1][C:2]1[N:6]([CH:7]2[CH2:13][CH:12]3[N:14]([CH2:15][CH2:16][C:17]4([C:35]5[CH:40]=[CH:39][CH:38]=[CH:37][CH:36]=5)[CH2:22][CH2:21][N:20]([C:23]([C:25]5[CH:26]=[C:27]([CH:32]=[CH:33][CH:34]=5)[C:28]([O:30]C)=[O:29])=[O:24])[CH2:19][CH2:18]4)[CH:9]([CH2:10][CH2:11]3)[CH2:8]2)[C:5]2[CH:41]=[CH:42][CH:43]=[CH:44][C:4]=2[N:3]=1.O.[OH-].[Li+].C(=O)(O)[O-].[Na+]. (3) Given the product [C@H:42]1([NH:41][C:35]2[CH:34]=[CH:33][C:32]3[C:37](=[CH:38][CH:39]=[CH:40][C:31]=3[C:29]3[N:28]=[C:1]([CH3:2])[O:4][N:30]=3)[N:36]=2)[C:50]2[C:45](=[CH:46][CH:47]=[CH:48][CH:49]=2)[CH2:44][CH2:43]1, predict the reactants needed to synthesize it. The reactants are: [C:1]([OH:4])(=O)[CH3:2].ON1C2C=CC=CC=2N=N1.Cl.CN(C)CCCN=C=NCC.O[NH:28][C:29]([C:31]1[C:32]2[CH:33]=[CH:34][C:35]([NH:41][C@H:42]3[C:50]4[C:45](=[CH:46][CH:47]=[CH:48][CH:49]=4)[CH2:44][CH2:43]3)=[N:36][C:37]=2[CH:38]=[CH:39][CH:40]=1)=[NH:30]. (4) Given the product [F:12][C:13]1[CH:21]=[CH:20][C:16]([C:17]([NH:7][CH2:6][C:5]2[CH:8]=[CH:9][C:2]([F:1])=[CH:3][CH:4]=2)=[O:18])=[CH:15][CH:14]=1, predict the reactants needed to synthesize it. The reactants are: [F:1][C:2]1[CH:9]=[CH:8][C:5]([CH2:6][NH2:7])=[CH:4][CH:3]=1.[OH-].[Na+].[F:12][C:13]1[CH:21]=[CH:20][C:16]([C:17](Cl)=[O:18])=[CH:15][CH:14]=1. (5) Given the product [C:45]1([C:63]2[CH:68]=[CH:67][CH:66]=[CH:65][CH:64]=2)[CH:46]=[CH:47][C:48]([NH:51][C:52](=[O:62])[CH2:53][C:54]([N:55]2[CH2:56][CH2:57][N:58]([C:25](=[O:27])[C:24]3[CH:28]=[C:29]([F:30])[C:21]([Cl:20])=[CH:22][C:23]=3[F:31])[CH2:59][CH2:60]2)=[O:61])=[CH:49][CH:50]=1, predict the reactants needed to synthesize it. The reactants are: C1C=CC2N(O)N=NC=2C=1.CCN(C(C)C)C(C)C.[Cl:20][C:21]1[C:29]([F:30])=[CH:28][C:24]([C:25]([OH:27])=O)=[C:23]([F:31])[CH:22]=1.CCN=C=NCCCN(C)C.Cl.Cl.[C:45]1([C:63]2[CH:68]=[CH:67][CH:66]=[CH:65][CH:64]=2)[CH:50]=[CH:49][C:48]([NH:51][C:52](=[O:62])[CH2:53][C:54](=[O:61])[N:55]2[CH2:60][CH2:59][NH:58][CH2:57][CH2:56]2)=[CH:47][CH:46]=1. (6) Given the product [NH2:19][C@@H:6]1[CH2:5][N:4]([C:8]([O:10][CH2:11][C:12]2[CH:17]=[CH:16][CH:15]=[CH:14][CH:13]=2)=[O:9])[CH2:3][C@:2]1([OH:7])[CH3:1], predict the reactants needed to synthesize it. The reactants are: [CH3:1][C@:2]12[O:7][C@H:6]1[CH2:5][N:4]([C:8]([O:10][CH2:11][C:12]1[CH:17]=[CH:16][CH:15]=[CH:14][CH:13]=1)=[O:9])[CH2:3]2.[OH-].[NH4+:19].